This data is from Experimentally validated miRNA-target interactions with 360,000+ pairs, plus equal number of negative samples. The task is: Binary Classification. Given a miRNA mature sequence and a target amino acid sequence, predict their likelihood of interaction. (1) The protein sequence of the target gene is MPEFLEDPSVLTKDKLKSELVANNVTLPAGEQRKDVYVQLYLQHLTARNRPPLPAGTNSKGPPDFSSDEEREPTPVLGSGAAAAGRSRAAVGRKATKKTDKPRQEDKDDLDVTELTNEDLLDQLVKYGVNPGPIVGTTRKLYEKKLLKLREQGTESRSSTPLPTISSSAENTRQNGSNDSDRYSDNEEDSKIELKLEKREPLKGRAKTPVTLKQRRVEHNQSYSQAGITETEWTSGSSKGGPLQALTRESTRGSRRTPRKRVETSEHFRIDGPVISESTPIAETIMASSNESLVVNRVTG.... The miRNA is hsa-miR-4525 with sequence GGGGGGAUGUGCAUGCUGGUU. Result: 0 (no interaction). (2) Result: 0 (no interaction). The protein sequence of the target gene is MIPFLPMFSLLLLLIVNPINANNHYDKILAHSRIRGRDQGPNVCALQQILGTKKKYFSTCKNWYKKSICGQKTTVLYECCPGYMRMEGMKGCPAVLPIDHVYGTLGIVGATTTQRYSDASKLREEIEGKGSFTYFAPSNEAWDNLDSDIRRGLESNVNVELLNALHSHMINKRMLTKDLKNGMIIPSMYNNLGLFINHYPNGVVTVNCARIIHGNQIATNGVVHVIDRVLTQIGTSIQDFIEAEDDLSSFRAAAITSDILEALGRDGHFTLFAPTNEAFEKLPRGVLERIMGDKVASEAL.... The miRNA is hsa-miR-1226-5p with sequence GUGAGGGCAUGCAGGCCUGGAUGGGG. (3) The miRNA is hsa-miR-6780a-5p with sequence UUGGGAGGGAAGACAGCUGGAGA. The protein sequence of the target gene is MCIIFFKFDPRPVSKNAYRLILAANRDEFYSRPSKLADFWGNNNEILSGLDMEEGKEGGTWLGISTRGKLAALTNYLQPQLDWQARGRGELVTHFLTTDVDSLSYLKKVSMEGHLYNGFNLIAADLSTAKGDVICYYGNRGEPDPIVLTPGTYGLSNALLETPWRKLCFGKQLFLEAVERSQALPKDVLIASLLDVLNNEEAQLPDPAIEDQGGEYVQPMLSKYAAVCVRCPGYGTRTNTIILVDADGHVTFTERSMMDKDLSHWETRTYEFTLQS. Result: 1 (interaction). (4) The miRNA is hsa-miR-4781-5p with sequence UAGCGGGGAUUCCAAUAUUGG. The protein sequence of the target gene is MAFPCRRSLTAKTLACLLVGVSFLALQQWFLQAPRSPREERSPQEETPEGPTDAPAADEPPSELVPGPPCVANASANATADFEQLPARIQDFLRYRHCRHFPLLWDAPAKCAGGRGVFLLLAVKSAPEHYERRELIRRTWGQERSYGGRPVRRLFLLGTPGPEDEARAERLAELVALEAREHGDVLQWAFADTFLNLTLKHLHLLDWLAARCPHARFLLSGDDDVFVHTANVVRFLQAQPPGRHLFSGQLMEGSVPIRDSWSKYFVPPQLFPGSAYPVYCSGGGFLLSGPTARALRAAAR.... Result: 0 (no interaction). (5) The miRNA is hsa-miR-324-3p with sequence CCCACUGCCCCAGGUGCUGCUGG. The protein sequence of the target gene is MATVTATTKVPEIRDVTRIERIGAHSHIRGLGLDDALEPRQASQGMVGQLAARRAAGVVLEMIREGKIAGRAVLIAGQPGTGKTAIAMGMAQALGPDTPFTAIAGSEIFSLEMSKTEALTQAFRRSIGVRIKEETEIIEGEVVEIQIDRPATGTGSKVGKLTLKTTEMETIYDLGTKMIESLTKDKVQAGDVITIDKATGKISKLGRSFTRARDYDAMGSQTKFVQCPDGELQKRKEVVHTVSLHEIDVINSRTQGFLALFSGDTGEIKSEVREQINAKVAEWREEGKAEIIPGVLFIDE.... Result: 1 (interaction). (6) The miRNA is hsa-miR-6783-5p with sequence UAGGGGAAAAGUCCUGAUCCGG. Result: 0 (no interaction). The protein sequence of the target gene is MAGAVSLLGVVGLLLVSALSGVLGDRANPDLRAHPGNAAHPGSGATEPRRRPPLKDQRERTRAGSLPLGALYTAAVAAFVLYKCLQGKDETAVLHEEASKQQPLQSEQQLAQLTQQLAQTEQHLNNLMAQLDPLFERVTTLAGAQQELLNMKLWTIHELLQDSKPDKDMEASEPGEGSGGESAGGGDKVSETGTFLISPHTEASRPLPEDFCLKEDEEEIGDSQAWEEPTNWSTETWNLATSWEVGRGLRRRCSQAVAKGPSHSLGWEGGTTAEGRLKQSLFS. (7) The miRNA is hsa-miR-6808-5p with sequence CAGGCAGGGAGGUGGGACCAUG. The protein sequence of the target gene is MASSAASSEHFEKLHEIFRGLHEDLQGVPERLLGTAGTEEKKKLIRDFDEKQQEANETLAEMEEELRYAPLSFRNPMMSKLRNYRKDLAKLHREVRSTPLTATPGGRGDMKYGIYAVENEHMNRLQSQRAMLLQGTESLNRATQSIERSHRIATETDQIGSEIIEELGEQRDQLERTKSRLVNTSENLSKSRKILRSMSRKVTTNKLLLSIIILLELAILGGLVYYKFFRSH. Result: 1 (interaction).